From a dataset of Forward reaction prediction with 1.9M reactions from USPTO patents (1976-2016). Predict the product of the given reaction. (1) Given the reactants [Cl:1][C:2]([O:4][C:5](Cl)(Cl)Cl)=[O:3].[C:9]([C:17]1[CH:18]=[CH:19][C:20]([N+:27]([O-:29])=[O:28])=[C:21]([CH:23](C)[CH2:24]O)[CH:22]=1)(=[O:16])[C:10]1[CH:15]=[CH:14][CH:13]=[CH:12][CH:11]=1.C(N(CC)CC)C, predict the reaction product. The product is: [C:9]([C:17]1[CH:18]=[CH:19][C:20]([N+:27]([O-:29])=[O:28])=[C:21]([CH:23]([CH3:24])[CH2:5][O:4][C:2]([Cl:1])=[O:3])[CH:22]=1)(=[O:16])[C:10]1[CH:11]=[CH:12][CH:13]=[CH:14][CH:15]=1. (2) Given the reactants [F:1][C:2]1[C:3]([O:20][CH3:21])=[C:4]([C@H:8]([CH2:18][CH3:19])[CH2:9][C@:10]([OH:17])([C:13]([F:16])([F:15])[F:14])[CH:11]=O)[CH:5]=[CH:6][CH:7]=1.[NH2:22][C:23]1[CH:31]=[CH:30][CH:29]=[C:28]2[C:24]=1[CH:25]=[CH:26][N:27]2[C:32]1[CH:37]=[CH:36][C:35]([F:38])=[CH:34][CH:33]=1, predict the reaction product. The product is: [F:1][C:2]1[C:3]([O:20][CH3:21])=[C:4]([CH:8]([CH2:18][CH3:19])[CH2:9][C:10]([C:13]([F:14])([F:15])[F:16])([OH:17])[CH:11]=[N:22][C:23]2[CH:31]=[CH:30][CH:29]=[C:28]3[C:24]=2[CH:25]=[CH:26][N:27]3[C:32]2[CH:37]=[CH:36][C:35]([F:38])=[CH:34][CH:33]=2)[CH:5]=[CH:6][CH:7]=1. (3) Given the reactants [F:1][C:2]1[CH:7]=[CH:6][CH:5]=[C:4]([F:8])[C:3]=1[N:9]1[C:14]2[N:15]=[C:16](S(C)(=O)=O)[N:17]=[C:18]([C:19]3[CH:20]=[C:21]([CH:32]=[CH:33][C:34]=3[CH3:35])[C:22]([NH:24][CH2:25][C:26]3[CH:31]=[CH:30][CH:29]=[CH:28][CH:27]=3)=[O:23])[C:13]=2[CH2:12][NH:11][C:10]1=[O:40].[CH3:41][N:42]([CH3:46])[CH2:43][CH2:44][NH2:45], predict the reaction product. The product is: [NH4+:9].[OH-:23].[F:1][C:2]1[CH:7]=[CH:6][CH:5]=[C:4]([F:8])[C:3]=1[N:9]1[C:14]2[N:15]=[C:16]([NH:45][CH2:44][CH2:43][N:42]([CH3:46])[CH3:41])[N:17]=[C:18]([C:19]3[CH:20]=[C:21]([CH:32]=[CH:33][C:34]=3[CH3:35])[C:22]([NH:24][CH2:25][C:26]3[CH:31]=[CH:30][CH:29]=[CH:28][CH:27]=3)=[O:23])[C:13]=2[CH2:12][NH:11][C:10]1=[O:40].